Dataset: Reaction yield outcomes from USPTO patents with 853,638 reactions. Task: Predict the reaction yield, written as a fraction of the theoretical maximum amount of product (1.0 means a 100% yield; for example, 0.34 means a 34% yield). (1) The reactants are [CH2:1]([O:3][C:4](=[O:23])[CH:5]([C:7]1[N:8](C(OC(C)(C)C)=O)[C:9]2[C:14]([CH:15]=1)=[CH:13][CH:12]=[CH:11][CH:10]=2)[CH3:6])[CH3:2]. The yield is 0.500. The product is [NH:8]1[C:9]2[C:14](=[CH:13][CH:12]=[CH:11][CH:10]=2)[CH:15]=[C:7]1[CH:5]([CH3:6])[C:4]([O:3][CH2:1][CH3:2])=[O:23]. The catalyst is ClCCl.C(O)(C(F)(F)F)=O. (2) The reactants are [I-].[Br:2][C:3]1[CH:4]=[C:5]2[C:9](=[CH:10][CH:11]=1)[N+:8]([CH2:12][CH2:13][CH2:14][CH2:15][CH2:16][CH2:17][CH2:18][CH2:19][CH2:20][CH2:21][CH2:22][CH2:23][CH2:24][CH2:25][CH2:26][CH3:27])=[C:7]([CH3:28])[C:6]2([CH3:30])[CH3:29]. The catalyst is [OH-].[Na+].C(OCC)C. The product is [Br:2][C:3]1[CH:4]=[C:5]2[C:9](=[CH:10][CH:11]=1)[N:8]([CH2:12][CH2:13][CH2:14][CH2:15][CH2:16][CH2:17][CH2:18][CH2:19][CH2:20][CH2:21][CH2:22][CH2:23][CH2:24][CH2:25][CH2:26][CH3:27])[C:7](=[CH2:28])[C:6]2([CH3:29])[CH3:30]. The yield is 0.980.